Task: Predict the reactants needed to synthesize the given product.. Dataset: Full USPTO retrosynthesis dataset with 1.9M reactions from patents (1976-2016) (1) Given the product [Cl:18][C:19]1[N:24]=[CH:23][C:22]2[C:25]([NH:47][C:6]([N:52]3[CH2:53][C:50]([F:54])([F:49])[CH2:51]3)=[O:7])=[N:26][N:27]([C:28]([C:35]3[CH:40]=[CH:39][CH:38]=[CH:37][CH:36]=3)([C:29]3[CH:30]=[CH:31][CH:32]=[CH:33][CH:34]=3)[C:41]3[CH:42]=[CH:43][CH:44]=[CH:45][CH:46]=3)[C:21]=2[CH:20]=1, predict the reactants needed to synthesize it. The reactants are: N1([C:6](N2C=CN=C2)=[O:7])C=CN=C1.N1C=CN=C1.[Cl:18][C:19]1[N:24]=[CH:23][C:22]2[C:25]([NH2:47])=[N:26][N:27]([C:28]([C:41]3[CH:46]=[CH:45][CH:44]=[CH:43][CH:42]=3)([C:35]3[CH:40]=[CH:39][CH:38]=[CH:37][CH:36]=3)[C:29]3[CH:34]=[CH:33][CH:32]=[CH:31][CH:30]=3)[C:21]=2[CH:20]=1.Cl.[F:49][C:50]1([F:54])[CH2:53][NH:52][CH2:51]1. (2) Given the product [F:8][C:5]1[CH:6]=[CH:7][C:2]([B:16]2[O:20][C:19]([CH3:22])([CH3:21])[C:18]([CH3:24])([CH3:23])[O:17]2)=[CH:3][C:4]=1[O:9][CH3:10], predict the reactants needed to synthesize it. The reactants are: Br[C:2]1[CH:7]=[CH:6][C:5]([F:8])=[C:4]([O:9][CH3:10])[CH:3]=1.C([O-])(=O)C.[K+].[B:16]1([B:16]2[O:20][C:19]([CH3:22])([CH3:21])[C:18]([CH3:24])([CH3:23])[O:17]2)[O:20][C:19]([CH3:22])([CH3:21])[C:18]([CH3:24])([CH3:23])[O:17]1. (3) Given the product [CH:1]1([N:7]([C:8]2[S:9][CH:10]=[CH:11][N:12]=2)[C:63](=[O:64])[CH2:62][C:53]2[C:54]3[C:59](=[CH:58][CH:57]=[C:56]([O:60][CH3:61])[CH:55]=3)[N:51]([C:49](=[O:50])[C:48]3[CH:47]=[CH:46][C:45]([Cl:44])=[CH:68][CH:67]=3)[C:52]=2[CH3:66])[CH2:2][CH2:3][CH2:4][CH2:5][CH2:6]1, predict the reactants needed to synthesize it. The reactants are: [CH:1]1([NH:7][C:8]2[S:9][CH:10]=[CH:11][N:12]=2)[CH2:6][CH2:5][CH2:4][CH2:3][CH2:2]1.C(N(CC)CC)C.C1CN([P+](Br)(N2CCCC2)N2CCCC2)CC1.F[P-](F)(F)(F)(F)F.[Cl:44][C:45]1[CH:68]=[CH:67][C:48]([C:49]([N:51]2[C:59]3[C:54](=[CH:55][C:56]([O:60][CH3:61])=[CH:57][CH:58]=3)[C:53]([CH2:62][C:63](O)=[O:64])=[C:52]2[CH3:66])=[O:50])=[CH:47][CH:46]=1. (4) Given the product [NH2:29][C:17]1[N:16]=[C:15]([NH:1][CH2:2][CH:3]2[CH2:6][N:5]([C:7]([O:9][C:10]([CH3:13])([CH3:12])[CH3:11])=[O:8])[CH2:4]2)[CH:20]=[C:19]([C:21]2[CH:26]=[CH:25][CH:24]=[C:23]([CH3:27])[C:22]=2[CH3:28])[N:18]=1, predict the reactants needed to synthesize it. The reactants are: [NH2:1][CH2:2][CH:3]1[CH2:6][N:5]([C:7]([O:9][C:10]([CH3:13])([CH3:12])[CH3:11])=[O:8])[CH2:4]1.Cl[C:15]1[CH:20]=[C:19]([C:21]2[CH:26]=[CH:25][CH:24]=[C:23]([CH3:27])[C:22]=2[CH3:28])[N:18]=[C:17]([NH2:29])[N:16]=1. (5) Given the product [CH3:1][O:2][C:3]1[CH:8]=[CH:7][CH:6]=[CH:5][C:4]=1[N:9]1[CH2:14][CH2:13][C:12]([CH2:29][NH:30][C:31]([NH:33][C:34]2[C:35]([CH:51]([CH3:53])[CH3:52])=[CH:36][C:37]([NH:43][C:44]([O:46][C:47]([CH3:48])([CH3:50])[CH3:49])=[O:45])=[CH:38][C:39]=2[CH:40]([CH3:42])[CH3:41])=[O:32])([C:15]2[CH:20]=[CH:19][CH:18]=[C:17]([OH:21])[CH:16]=2)[CH2:11][CH2:10]1, predict the reactants needed to synthesize it. The reactants are: [CH3:1][O:2][C:3]1[CH:8]=[CH:7][CH:6]=[CH:5][C:4]=1[N:9]1[CH2:14][CH2:13][C:12]([CH2:29][NH:30][C:31]([NH:33][C:34]2[C:39]([CH:40]([CH3:42])[CH3:41])=[CH:38][C:37]([NH:43][C:44]([O:46][C:47]([CH3:50])([CH3:49])[CH3:48])=[O:45])=[CH:36][C:35]=2[CH:51]([CH3:53])[CH3:52])=[O:32])([C:15]2[CH:20]=[CH:19][CH:18]=[C:17]([O:21]CC3C=CC=CC=3)[CH:16]=2)[CH2:11][CH2:10]1. (6) Given the product [OH:8][C:6]1[CH:7]=[C:2]([CH:3]=[CH:4][C:5]=1[N+:9]([O-:11])=[O:10])[O:12][C:13]1[CH:14]=[CH:15][C:16]([CH2:19][C:20]([OH:22])=[O:21])=[CH:17][CH:18]=1, predict the reactants needed to synthesize it. The reactants are: F[C:2]1[CH:3]=[CH:4][C:5]([N+:9]([O-:11])=[O:10])=[C:6]([OH:8])[CH:7]=1.[OH:12][C:13]1[CH:18]=[CH:17][C:16]([CH2:19][C:20]([O:22]C)=[O:21])=[CH:15][CH:14]=1.C([O-])([O-])=O.[K+].[K+]. (7) The reactants are: Cl[C:2]1[N:7]=[C:6]([NH:8][C@H:9]([CH3:12])[CH2:10][OH:11])[C:5]([C:13]2[S:14][CH:15]=[CH:16][CH:17]=2)=[CH:4][N:3]=1.[NH2:18][C:19]1[CH:24]=[CH:23][C:22]([S:25]([CH3:36])(=[N:27][C:28]([N:30]2[CH2:35][CH2:34][O:33][CH2:32][CH2:31]2)=[O:29])=[O:26])=[CH:21][CH:20]=1. Given the product [N:30]1([C:28]([N:27]=[S:25]([C:22]2[CH:23]=[CH:24][C:19]([NH:18][C:2]3[N:7]=[C:6]([NH:8][C@H:9]([CH3:12])[CH2:10][OH:11])[C:5]([C:13]4[S:14][CH:15]=[CH:16][CH:17]=4)=[CH:4][N:3]=3)=[CH:20][CH:21]=2)([CH3:36])=[O:26])=[O:29])[CH2:35][CH2:34][O:33][CH2:32][CH2:31]1, predict the reactants needed to synthesize it. (8) Given the product [CH:33]1([CH2:36][N:21]([CH2:20][CH2:19][C:18]2[CH:29]=[CH:30][C:15]([C:12]3[N:13]=[CH:14][N:10]([C:7]4[CH:6]=[CH:5][C:4]([O:3][C:2]([F:1])([F:31])[F:32])=[CH:9][CH:8]=4)[N:11]=3)=[CH:16][CH:17]=2)[C:22](=[O:28])[O:23][C:24]([CH3:25])([CH3:26])[CH3:27])[CH2:35][CH2:34]1, predict the reactants needed to synthesize it. The reactants are: [F:1][C:2]([F:32])([F:31])[O:3][C:4]1[CH:9]=[CH:8][C:7]([N:10]2[CH:14]=[N:13][C:12]([C:15]3[CH:30]=[CH:29][C:18]([CH2:19][CH2:20][NH:21][C:22](=[O:28])[O:23][C:24]([CH3:27])([CH3:26])[CH3:25])=[CH:17][CH:16]=3)=[N:11]2)=[CH:6][CH:5]=1.[CH:33]1([CH2:36]Br)[CH2:35][CH2:34]1.